This data is from Reaction yield outcomes from USPTO patents with 853,638 reactions. The task is: Predict the reaction yield, written as a fraction of the theoretical maximum amount of product (1.0 means a 100% yield; for example, 0.34 means a 34% yield). (1) The reactants are CC1(C)CCCC(C)(C)N1.C([Li])CCC.[F:16][C:17]([F:28])([F:27])[C:18]1[N:26]=[CH:25][CH:24]=[CH:23][C:19]=1[C:20]([OH:22])=[O:21].[Cl:29]C(Cl)(Cl)C(Cl)(Cl)Cl. The catalyst is C1COCC1.O.N1C=CC=CC=1. The product is [Cl:29][C:23]1[C:19]([C:20]([OH:22])=[O:21])=[C:18]([C:17]([F:27])([F:16])[F:28])[N:26]=[CH:25][CH:24]=1. The yield is 0.940. (2) The reactants are C([CH:5]([O:27][C:28]1[CH:29]=[N:30][NH:31][C:32](=[O:35])[C:33]=1[Cl:34])[C:6]1[CH:26]=[CH:25][C:9]([O:10][CH2:11][CH2:12][CH2:13]OS(C2C=CC(C)=CC=2)(=O)=O)=[CH:8][CH:7]=1)(C)(C)C.[F-:36].[K+]. The catalyst is C(#N)C. The product is [C:6]([N:31]1[C:32](=[O:35])[C:33]([Cl:34])=[C:28]([O:27][CH2:5][C:6]2[CH:7]=[CH:8][C:9]([O:10][CH2:11][CH2:12][CH2:13][F:36])=[CH:25][CH:26]=2)[CH:29]=[N:30]1)([CH3:26])([CH3:7])[CH3:5]. The yield is 0.250. (3) The reactants are [CH:1]1([N:6]2[C:10]3[N:11]=[C:12]([NH:15][C:16]4[CH:21]=[CH:20][C:19]([N:22]5[CH2:26][CH2:25][C@@H:24]([O:27][Si](C(C)(C)C)(C)C)[CH2:23]5)=[CH:18][N:17]=4)[N:13]=[CH:14][C:9]=3[C:8]3[CH:35]=[CH:36][C:37](=[O:40])[N:38]([CH3:39])[C:7]2=3)[CH2:5][CH2:4][CH2:3][CH2:2]1.[F-].C([N+](CCCC)(CCCC)CCCC)CCC.C([O-])(O)=O.[Na+].C(OCC)C. The catalyst is C1COCC1.CO. The product is [CH:1]1([N:6]2[C:10]3[N:11]=[C:12]([NH:15][C:16]4[CH:21]=[CH:20][C:19]([N:22]5[CH2:26][CH2:25][C@@H:24]([OH:27])[CH2:23]5)=[CH:18][N:17]=4)[N:13]=[CH:14][C:9]=3[C:8]3[CH:35]=[CH:36][C:37](=[O:40])[N:38]([CH3:39])[C:7]2=3)[CH2:2][CH2:3][CH2:4][CH2:5]1. The yield is 0.500. (4) The reactants are [Cl:1][C:2]1[CH:11]=[CH:10][CH:9]=[C:8]2[C:3]=1[C:4](=[O:30])[N:5]([C:23]1[CH:28]=[CH:27][CH:26]=[CH:25][C:24]=1[F:29])[C:6]([C@@H:12]([NH:15]C(=O)OC(C)(C)C)[CH2:13][CH3:14])=[N:7]2.Cl. The catalyst is CCOC(C)=O. The product is [NH2:15][C@H:12]([C:6]1[N:5]([C:23]2[CH:28]=[CH:27][CH:26]=[CH:25][C:24]=2[F:29])[C:4](=[O:30])[C:3]2[C:8](=[CH:9][CH:10]=[CH:11][C:2]=2[Cl:1])[N:7]=1)[CH2:13][CH3:14]. The yield is 0.810.